From a dataset of NCI-60 drug combinations with 297,098 pairs across 59 cell lines. Regression. Given two drug SMILES strings and cell line genomic features, predict the synergy score measuring deviation from expected non-interaction effect. (1) Drug 1: CC1CCC2CC(C(=CC=CC=CC(CC(C(=O)C(C(C(=CC(C(=O)CC(OC(=O)C3CCCCN3C(=O)C(=O)C1(O2)O)C(C)CC4CCC(C(C4)OC)O)C)C)O)OC)C)C)C)OC. Drug 2: CC(C)NC(=O)C1=CC=C(C=C1)CNNC.Cl. Cell line: ACHN. Synergy scores: CSS=21.7, Synergy_ZIP=-6.32, Synergy_Bliss=1.43, Synergy_Loewe=-12.2, Synergy_HSA=0.409. (2) Drug 1: CCC1=CC2CC(C3=C(CN(C2)C1)C4=CC=CC=C4N3)(C5=C(C=C6C(=C5)C78CCN9C7C(C=CC9)(C(C(C8N6C)(C(=O)OC)O)OC(=O)C)CC)OC)C(=O)OC.C(C(C(=O)O)O)(C(=O)O)O. Drug 2: CC1=C2C(C(=O)C3(C(CC4C(C3C(C(C2(C)C)(CC1OC(=O)C(C(C5=CC=CC=C5)NC(=O)C6=CC=CC=C6)O)O)OC(=O)C7=CC=CC=C7)(CO4)OC(=O)C)O)C)OC(=O)C. Cell line: SR. Synergy scores: CSS=60.4, Synergy_ZIP=-3.09, Synergy_Bliss=-4.77, Synergy_Loewe=-4.92, Synergy_HSA=-2.13. (3) Drug 1: C1=CC=C(C(=C1)C(C2=CC=C(C=C2)Cl)C(Cl)Cl)Cl. Drug 2: C1C(C(OC1N2C=NC3=C2NC=NCC3O)CO)O. Cell line: CAKI-1. Synergy scores: CSS=2.21, Synergy_ZIP=1.52, Synergy_Bliss=3.88, Synergy_Loewe=1.83, Synergy_HSA=1.97.